From a dataset of Peptide-MHC class II binding affinity with 134,281 pairs from IEDB. Regression. Given a peptide amino acid sequence and an MHC pseudo amino acid sequence, predict their binding affinity value. This is MHC class II binding data. (1) The peptide sequence is AFILDGDNLFPKY. The MHC is DRB1_0401 with pseudo-sequence DRB1_0401. The binding affinity (normalized) is 0.628. (2) The peptide sequence is RPAPGGKAYMDVISR. The MHC is HLA-DQA10102-DQB10501 with pseudo-sequence HLA-DQA10102-DQB10501. The binding affinity (normalized) is 0.358.